This data is from Catalyst prediction with 721,799 reactions and 888 catalyst types from USPTO. The task is: Predict which catalyst facilitates the given reaction. (1) Reactant: [H-].[Na+].[C:3]([C:6]1[C:14]2[C:9](=[N:10][C:11]([Br:17])=[CH:12][C:13]=2[O:15][CH3:16])[NH:8][CH:7]=1)(=[O:5])[CH3:4].[CH2:18]([O:20][CH2:21]Cl)[CH3:19]. Product: [C:3]([C:6]1[C:14]2[C:9](=[N:10][C:11]([Br:17])=[CH:12][C:13]=2[O:15][CH3:16])[N:8]([CH2:21][O:20][CH2:18][CH3:19])[CH:7]=1)(=[O:5])[CH3:4]. The catalyst class is: 303. (2) Reactant: [CH3:1][C:2]1[CH:3]=[CH:4][C:5]([S:9][C:10]2[CH:11]=[CH:12][CH:13]=[CH:14][C:15]=2[N:16]2[CH2:21][CH2:20][NH:19][CH2:18][CH2:17]2)=[C:6]([CH3:8])[CH:7]=1.[CH2:22]([S:28]([OH:31])(=[O:30])=[O:29])[CH2:23][S:24]([OH:27])(=[O:26])=[O:25]. Product: [CH3:1][C:2]1[CH:3]=[CH:4][C:5]([S:9][C:10]2[CH:11]=[CH:12][CH:13]=[CH:14][C:15]=2[N:16]2[CH2:17][CH2:18][NH:19][CH2:20][CH2:21]2)=[C:6]([CH3:8])[CH:7]=1.[CH2:22]([S:28]([O-:31])(=[O:30])=[O:29])[CH2:23][S:24]([O-:27])(=[O:26])=[O:25]. The catalyst class is: 131. (3) Product: [CH3:2][C:1]([S@@:5](/[N:7]=[CH:20]/[C:19]1[CH:22]=[CH:23][CH:24]=[C:17]([CH2:16][CH2:15][C:11]2[CH:10]=[C:9]([CH3:8])[CH:14]=[CH:13][N:12]=2)[CH:18]=1)=[O:6])([CH3:4])[CH3:3]. Reactant: [C:1]([S@@:5]([NH2:7])=[O:6])([CH3:4])([CH3:3])[CH3:2].[CH3:8][C:9]1[CH:14]=[CH:13][N:12]=[C:11]([CH2:15][CH2:16][C:17]2[CH:18]=[C:19]([CH:22]=[CH:23][CH:24]=2)[CH:20]=O)[CH:10]=1. The catalyst class is: 1.